From a dataset of Full USPTO retrosynthesis dataset with 1.9M reactions from patents (1976-2016). Predict the reactants needed to synthesize the given product. (1) Given the product [C:1]([N:4]1[CH2:9][CH2:8][N:7]([CH2:10][CH2:11][O:12][C:13]2[CH:22]=[C:21]3[C:16]([C:17]([NH:28][C:29]4[CH:34]=[CH:33][N:32]=[C:31]5[O:35][CH2:36][O:37][C:30]=45)=[N:18][CH:19]=[N:20]3)=[C:15]([O:24][CH:25]([CH3:27])[CH3:26])[CH:14]=2)[CH2:6][CH2:5]1)(=[O:3])[CH3:2], predict the reactants needed to synthesize it. The reactants are: [C:1]([N:4]1[CH2:9][CH2:8][N:7]([CH2:10][CH2:11][O:12][C:13]2[CH:22]=[C:21]3[C:16]([C:17](Cl)=[N:18][CH:19]=[N:20]3)=[C:15]([O:24][CH:25]([CH3:27])[CH3:26])[CH:14]=2)[CH2:6][CH2:5]1)(=[O:3])[CH3:2].[NH2:28][C:29]1[CH:34]=[CH:33][N:32]=[C:31]2[O:35][CH2:36][O:37][C:30]=12. (2) Given the product [C:16]([O:19][C:20](=[O:21])[NH:12][C:11]1[CH:13]=[CH:14][C:8]([N:5]2[CH2:4][CH2:3][N:2]([CH3:1])[CH2:7][CH2:6]2)=[CH:9][CH:10]=1)([CH3:18])([CH3:17])[CH3:15], predict the reactants needed to synthesize it. The reactants are: [CH3:1][N:2]1[CH2:7][CH2:6][N:5]([C:8]2[CH:14]=[CH:13][C:11]([NH2:12])=[CH:10][CH:9]=2)[CH2:4][CH2:3]1.[CH3:15][C:16]([O:19][C:20](O[C:20]([O:19][C:16]([CH3:18])([CH3:17])[CH3:15])=[O:21])=[O:21])([CH3:18])[CH3:17].C(N(CC)CC)C. (3) Given the product [CH2:15]([O:17][C:18]([C:20]1[NH:21][CH:22]=[CH:23][C:24]=1[NH:25][CH2:13][C:8]1[C:7]([O:6][CH2:5][CH2:4][O:3][CH2:1][CH3:2])=[CH:12][CH:11]=[CH:10][N:9]=1)=[O:19])[CH3:16], predict the reactants needed to synthesize it. The reactants are: [CH2:1]([O:3][CH2:4][CH2:5][O:6][C:7]1[C:8]([CH:13]=O)=[N:9][CH:10]=[CH:11][CH:12]=1)[CH3:2].[CH2:15]([O:17][C:18]([C:20]1[NH:21][CH:22]=[CH:23][C:24]=1[NH2:25])=[O:19])[CH3:16]. (4) The reactants are: [CH3:1][C:2]1[CH:7]=[CH:6][C:5]([NH:8][CH2:9][CH2:10][C:11]2[CH:12]=[CH:13][C:14]([CH3:17])=[N:15][CH:16]=2)=[CH:4][CH:3]=1.Cl.C([O-])(O)=O.[Na+].[N:24]([O-])=[O:25].[Na+]. Given the product [CH3:17][C:14]1[CH:13]=[CH:12][C:11]([CH2:10][CH2:9][N:8]([C:5]2[CH:6]=[CH:7][C:2]([CH3:1])=[CH:3][CH:4]=2)[N:24]=[O:25])=[CH:16][N:15]=1, predict the reactants needed to synthesize it. (5) The reactants are: [CH3:1]C(C)([O-])C.[K+].[CH3:7][O:8][CH2:9][C:10]([CH3:14])([OH:13])[C:11]#[CH:12].CI. Given the product [CH3:1][O:13][C:10]([CH3:14])([CH2:9][O:8][CH3:7])[C:11]#[CH:12], predict the reactants needed to synthesize it. (6) Given the product [O:42]=[S:2]1(=[O:1])[CH2:7][CH2:6][CH:5]([CH2:8][O:9][C:10]2[CH:15]=[CH:14][C:13]([C:16]3[C:17]4[CH:24]=[C:23]([CH2:25][O:26][C:27]5[N:32]=[CH:31][C:30]([C@H:33]([C:38]#[C:39][CH3:40])[CH2:34][C:35]([OH:37])=[O:36])=[CH:29][CH:28]=5)[CH:22]=[CH:21][C:18]=4[S:19][CH:20]=3)=[C:12]([CH3:41])[CH:11]=2)[CH2:4][CH2:3]1.[O:42]=[S:2]1(=[O:1])[CH2:7][CH2:6][CH:5]([CH2:8][O:9][C:10]2[CH:15]=[CH:14][C:13]([C:16]3[C:17]4[CH:24]=[C:23]([CH2:25][O:26][C:27]5[N:32]=[CH:31][C:30]([C@@H:33]([C:38]#[C:39][CH3:40])[CH2:34][C:35]([OH:37])=[O:36])=[CH:29][CH:28]=5)[CH:22]=[CH:21][C:18]=4[S:19][CH:20]=3)=[C:12]([CH3:41])[CH:11]=2)[CH2:4][CH2:3]1, predict the reactants needed to synthesize it. The reactants are: [O:1]=[S:2]1(=[O:42])[CH2:7][CH2:6][CH:5]([CH2:8][O:9][C:10]2[CH:15]=[CH:14][C:13]([C:16]3[C:17]4[CH:24]=[C:23]([CH2:25][O:26][C:27]5[N:32]=[CH:31][C:30]([CH:33]([C:38]#[C:39][CH3:40])[CH2:34][C:35]([OH:37])=[O:36])=[CH:29][CH:28]=5)[CH:22]=[CH:21][C:18]=4[S:19][CH:20]=3)=[C:12]([CH3:41])[CH:11]=2)[CH2:4][CH2:3]1.CCCCCC. (7) The reactants are: [F:1][C:2]1[CH:7]=[CH:6][C:5]([NH:8][C:9]([CH:11]2[CH2:16][CH2:15][CH2:14][CH2:13][CH2:12]2)=[O:10])=[CH:4][C:3]=1[N+:17]([O-:19])=[O:18].[CH3:20][Si]([N-][Si](C)(C)C)(C)C.[Na+].IC. Given the product [F:1][C:2]1[CH:7]=[CH:6][C:5]([N:8]([CH3:20])[C:9]([CH:11]2[CH2:16][CH2:15][CH2:14][CH2:13][CH2:12]2)=[O:10])=[CH:4][C:3]=1[N+:17]([O-:19])=[O:18], predict the reactants needed to synthesize it.